From a dataset of Full USPTO retrosynthesis dataset with 1.9M reactions from patents (1976-2016). Predict the reactants needed to synthesize the given product. (1) The reactants are: [NH2:1][C:2]1[CH:7]=[CH:6][C:5]([CH2:8][C@@H:9]([O:13][CH3:14])[C:10]([OH:12])=[O:11])=[CH:4][CH:3]=1.[C:15](OC(=O)C)(=[O:17])[CH3:16].O. Given the product [C:15]([NH:1][C:2]1[CH:3]=[CH:4][C:5]([CH2:8][C@@H:9]([O:13][CH3:14])[C:10]([OH:12])=[O:11])=[CH:6][CH:7]=1)(=[O:17])[CH3:16], predict the reactants needed to synthesize it. (2) Given the product [CH2:1]([C:8]1[C:9]([O:21][CH3:20])=[N:10][C:11]2[C:16]([CH:17]=1)=[CH:15][C:14]([Br:18])=[CH:13][CH:12]=2)[C:2]1[CH:7]=[CH:6][CH:5]=[CH:4][CH:3]=1, predict the reactants needed to synthesize it. The reactants are: [CH2:1]([C:8]1[C:9](Cl)=[N:10][C:11]2[C:16]([CH:17]=1)=[CH:15][C:14]([Br:18])=[CH:13][CH:12]=2)[C:2]1[CH:7]=[CH:6][CH:5]=[CH:4][CH:3]=1.[CH3:20][O-:21].[Na+]. (3) Given the product [CH2:1]([O:8][C:9]1[CH:14]=[C:13]([O:15][CH2:16][C:17]2[CH:18]=[CH:19][CH:20]=[CH:21][CH:22]=2)[C:12]([CH:23]([CH3:25])[CH3:24])=[CH:11][C:10]=1[C:26]1[O:30][N:29]=[C:28]([C:31]([NH:33][CH2:34][CH3:35])=[O:32])[C:27]=1[C:36]1[N:40]([CH2:42][CH3:43])[N:39]=[N:38][N:37]=1)[C:2]1[CH:7]=[CH:6][CH:5]=[CH:4][CH:3]=1, predict the reactants needed to synthesize it. The reactants are: [CH2:1]([O:8][C:9]1[CH:14]=[C:13]([O:15][CH2:16][C:17]2[CH:22]=[CH:21][CH:20]=[CH:19][CH:18]=2)[C:12]([CH:23]([CH3:25])[CH3:24])=[CH:11][C:10]=1[C:26]1[O:30][N:29]=[C:28]([C:31]([NH:33][CH2:34][CH3:35])=[O:32])[C:27]=1[C:36]1[NH:40][N:39]=[N:38][N:37]=1)[C:2]1[CH:7]=[CH:6][CH:5]=[CH:4][CH:3]=1.I[CH2:42][CH3:43]. (4) Given the product [CH3:9][O:8][C:6]([C:5]1[CH:4]=[CH:3][C:2]([N:1]2[CH2:16][CH2:15][O:14][CH2:13][C:18]2=[O:17])=[CH:11][CH:10]=1)=[O:7], predict the reactants needed to synthesize it. The reactants are: [NH2:1][C:2]1[CH:11]=[CH:10][C:5]([C:6]([O:8][CH3:9])=[O:7])=[CH:4][CH:3]=1.Cl[C:13]1(Cl)[CH2:18][O:17][CH2:16][CH2:15][O:14]1. (5) Given the product [CH2:22]([C@@H:10]1[CH2:11][N:12]([CH2:15][C:16]2[CH:21]=[CH:20][CH:19]=[CH:18][CH:17]=2)[CH2:13][CH2:14][N:9]1[C:7]([C:3]1[S:4][CH:5]=[CH:6][C:2]=1[C:31]1[CH:32]=[CH:33][CH:34]=[CH:35][C:30]=1[O:29][C:36]1[CH:37]=[CH:38][CH:39]=[CH:40][CH:41]=1)=[O:8])[C:23]1[CH:28]=[CH:27][CH:26]=[CH:25][CH:24]=1, predict the reactants needed to synthesize it. The reactants are: Br[C:2]1[CH:6]=[CH:5][S:4][C:3]=1[C:7]([N:9]1[CH2:14][CH2:13][N:12]([CH2:15][C:16]2[CH:21]=[CH:20][CH:19]=[CH:18][CH:17]=2)[CH2:11][C@H:10]1[CH2:22][C:23]1[CH:28]=[CH:27][CH:26]=[CH:25][CH:24]=1)=[O:8].[O:29]([C:36]1[CH:41]=[CH:40][CH:39]=[CH:38][C:37]=1B(O)O)[C:30]1[CH:35]=[CH:34][CH:33]=[CH:32][CH:31]=1.C([O-])([O-])=O.[Na+].[Na+].CCO. (6) The reactants are: [Br:1][C:2]1[C:10]2[C:5](=[CH:6][CH:7]=[CH:8][CH:9]=2)[NH:4][N:3]=1.[O:11]1[CH:16]=[CH:15][CH2:14][CH2:13][CH2:12]1.C(=O)([O-])O.[Na+]. Given the product [Br:1][C:2]1[C:10]2[C:5](=[CH:6][CH:7]=[CH:8][CH:9]=2)[N:4]([CH:12]2[CH2:13][CH2:14][CH2:15][CH2:16][O:11]2)[N:3]=1, predict the reactants needed to synthesize it. (7) The reactants are: Cl[C:2]1[N:3]([CH2:10][C:11]([OH:30])([CH3:29])[CH2:12][N:13]2[CH2:18][CH2:17][N:16]([C:19]([O:21][CH2:22][C:23]3[CH:28]=[CH:27][CH:26]=[CH:25][CH:24]=3)=[O:20])[CH2:15][CH2:14]2)[CH:4]=[C:5]([N+:7]([O-:9])=[O:8])[N:6]=1.[H-].[Na+]. Given the product [CH3:29][C:11]1([CH2:12][N:13]2[CH2:18][CH2:17][N:16]([C:19]([O:21][CH2:22][C:23]3[CH:28]=[CH:27][CH:26]=[CH:25][CH:24]=3)=[O:20])[CH2:15][CH2:14]2)[O:30][C:2]2=[N:6][C:5]([N+:7]([O-:9])=[O:8])=[CH:4][N:3]2[CH2:10]1, predict the reactants needed to synthesize it. (8) The reactants are: Cl.[NH2:2][CH2:3][C@H:4]1[CH2:7][C@H:6]([OH:8])[CH2:5]1.[H-].[Na+].[O:11]1[C:15]2[CH:16]=[CH:17][CH:18]=[CH:19][C:14]=2[CH:13]=[C:12]1[C:20]1[N:24]2[N:25]=[C:26](Cl)[CH:27]=[CH:28][C:23]2=[N:22][CH:21]=1. Given the product [O:11]1[C:15]2[CH:16]=[CH:17][CH:18]=[CH:19][C:14]=2[CH:13]=[C:12]1[C:20]1[N:24]2[N:25]=[C:26]([O:8][C@H:6]3[CH2:7][C@H:4]([CH2:3][NH2:2])[CH2:5]3)[CH:27]=[CH:28][C:23]2=[N:22][CH:21]=1, predict the reactants needed to synthesize it. (9) Given the product [CH2:1]([N:8]1[CH2:9][CH2:10][C:11]2([C:21]3[C:16](=[CH:17][CH:18]=[CH:19][C:20]=3[CH2:22][N:23]([CH:24]([CH3:26])[CH3:25])[C:44](=[O:45])[O:43][C:40]([CH3:42])([CH3:41])[CH3:39])[N:15]([C:27]3[C:28]4[CH:35]([CH:36]([CH3:38])[CH3:37])[CH2:34][CH2:33][C:29]=4[N:30]=[CH:31][N:32]=3)[CH2:14]2)[CH2:12][CH2:13]1)[C:2]1[CH:3]=[CH:4][CH:5]=[CH:6][CH:7]=1, predict the reactants needed to synthesize it. The reactants are: [CH2:1]([N:8]1[CH2:13][CH2:12][C:11]2([C:21]3[C:16](=[CH:17][CH:18]=[CH:19][C:20]=3[CH2:22][NH:23][CH:24]([CH3:26])[CH3:25])[N:15]([C:27]3[C:28]4[CH:35]([CH:36]([CH3:38])[CH3:37])[CH2:34][CH2:33][C:29]=4[N:30]=[CH:31][N:32]=3)[CH2:14]2)[CH2:10][CH2:9]1)[C:2]1[CH:7]=[CH:6][CH:5]=[CH:4][CH:3]=1.[CH3:39][C:40]([O:43][C:44](O[C:44]([O:43][C:40]([CH3:42])([CH3:41])[CH3:39])=[O:45])=[O:45])([CH3:42])[CH3:41]. (10) Given the product [NH2:10][CH2:11][C@H:12]1[CH2:17][CH2:16][C@H:15]([C:18]([NH:20][C@@H:21]([CH2:46][C:47]2[CH:48]=[CH:49][C:50]([C:53]3[CH:58]=[CH:57][C:56]([C:59](=[O:74])[NH:60][C@H:61]4[CH2:66][CH2:65][C@H:64]([OH:67])[CH2:63][CH2:62]4)=[CH:55][C:54]=3[CH3:75])=[CH:51][CH:52]=2)[C:22]([NH:24][C:25]2[CH:26]=[CH:27][C:28]([C:31]3[NH:32][C:33]([C:36]([F:44])([F:45])[C:37]([F:42])([F:43])[C:38]([OH:40])=[O:39])=[N:34][N:35]=3)=[CH:29][CH:30]=2)=[O:23])=[O:19])[CH2:14][CH2:13]1, predict the reactants needed to synthesize it. The reactants are: [OH-].[Li+].FC(F)(F)C(O)=O.[NH2:10][CH2:11][C@H:12]1[CH2:17][CH2:16][C@H:15]([C:18]([NH:20][C@@H:21]([CH2:46][C:47]2[CH:52]=[CH:51][C:50]([C:53]3[CH:58]=[CH:57][C:56]([C:59](=[O:74])[NH:60][C@H:61]4[CH2:66][CH2:65][C@H:64]([O:67]C(=O)C(F)(F)F)[CH2:63][CH2:62]4)=[CH:55][C:54]=3[CH3:75])=[CH:49][CH:48]=2)[C:22]([NH:24][C:25]2[CH:30]=[CH:29][C:28]([C:31]3[NH:32][C:33]([C:36]([F:45])([F:44])[C:37]([F:43])([F:42])[C:38]([O:40]C)=[O:39])=[N:34][N:35]=3)=[CH:27][CH:26]=2)=[O:23])=[O:19])[CH2:14][CH2:13]1.